From a dataset of Full USPTO retrosynthesis dataset with 1.9M reactions from patents (1976-2016). Predict the reactants needed to synthesize the given product. Given the product [CH3:19][O:18][C:4]1[CH:5]=[C:6]([C:9]2[O:10][C:11]3[CH:17]=[CH:16][CH:15]=[CH:14][C:12]=3[N:13]=2)[CH:7]=[CH:8][C:3]=1[CH2:2][N:20]1[CH:24]=[CH:23][N:22]=[N:21]1.[CH3:19][O:18][C:4]1[CH:5]=[C:6]([C:9]2[O:10][C:11]3[CH:17]=[CH:16][CH:15]=[CH:14][C:12]=3[N:13]=2)[CH:7]=[CH:8][C:3]=1[CH2:2][N:21]1[N:22]=[CH:23][CH:24]=[N:20]1, predict the reactants needed to synthesize it. The reactants are: Br[CH2:2][C:3]1[CH:8]=[CH:7][C:6]([C:9]2[O:10][C:11]3[CH:17]=[CH:16][CH:15]=[CH:14][C:12]=3[N:13]=2)=[CH:5][C:4]=1[O:18][CH3:19].[NH:20]1[CH:24]=[CH:23][N:22]=[N:21]1.C([O-])([O-])=O.[Cs+].[Cs+].